From a dataset of HIV replication inhibition screening data with 41,000+ compounds from the AIDS Antiviral Screen. Binary Classification. Given a drug SMILES string, predict its activity (active/inactive) in a high-throughput screening assay against a specified biological target. (1) The compound is Cc1cccc(C(O)c2ccccn2)c1O. The result is 0 (inactive). (2) The result is 1 (active). The molecule is COC(=O)C1(C)CCc2c(OC)ccc(OC)c2C1=O. (3) The molecule is CC1=C(C(=O)CC(=O)C(=O)Nc2ccc(Cl)cc2C)Sc2ccccc2N1. The result is 0 (inactive). (4) The compound is Nc1nc(Cl)c2ncn(C3C=CC(CO)CC3)c2n1. The result is 0 (inactive). (5) The molecule is CN(C)CCCN1N=Nc2cccc3cccc1c23.Cl. The result is 0 (inactive).